This data is from Forward reaction prediction with 1.9M reactions from USPTO patents (1976-2016). The task is: Predict the product of the given reaction. (1) Given the reactants FC(F)(F)C(O)=O.[Cl:8][C:9]1[C:10]([C:24]([NH2:26])=[O:25])=[C:11]2[CH2:16][NH:15][CH2:14][CH2:13][N:12]2[C:17]=1[C:18]1[CH:23]=[CH:22][CH:21]=[CH:20][CH:19]=1.C(N(CC)CC)C.C[Al](C)C.[CH3:38][O:39][C:40]1[CH:45]=[CH:44][C:43]([NH:46][C:47](=[N:55][C:56]#[N:57])OC2C=CC=CC=2)=[CH:42][CH:41]=1, predict the reaction product. The product is: [C:56]([N:55]=[C:47]([NH:46][C:43]1[CH:44]=[CH:45][C:40]([O:39][CH3:38])=[CH:41][CH:42]=1)[N:15]1[CH2:14][CH2:13][N:12]2[C:17]([C:18]3[CH:23]=[CH:22][CH:21]=[CH:20][CH:19]=3)=[C:9]([Cl:8])[C:10]([C:24]([NH2:26])=[O:25])=[C:11]2[CH2:16]1)#[N:57]. (2) The product is: [O:1]1[C:5]([C:6]([O:8][CH2:20][CH2:13][CH2:14][CH2:15][CH2:16][CH2:17][CH2:43][CH2:42][CH2:41][CH2:40][CH2:39][CH3:38])=[O:7])=[CH:4][CH:3]=[C:2]1[C:9]([O:11][CH2:45][CH2:46][CH2:47][CH2:48][CH2:49][CH2:33][CH2:32][CH2:31][CH2:30][CH2:27][CH2:25][CH3:26])=[O:10]. Given the reactants [O:1]1[C:5]([C:6]([O-:8])=[O:7])=[CH:4][CH:3]=[C:2]1[C:9]([O-:11])=[O:10].O1[C:16]([C:17](O)=O)=[CH:15][CH:14]=[C:13]1[C:20](O)=O.N#N.[CH2:25]([CH:27]([CH2:30][CH2:31][CH2:32][CH3:33])CO)[CH3:26].C(O)CCC[CH2:38][CH2:39][CH2:40][CH2:41][CH2:42][CH3:43].[CH2:45](O)[CH2:46][CH2:47][CH2:48][CH2:49]CCC, predict the reaction product. (3) The product is: [C:1]([C:5]1[CH:12]=[C:11]([C:13]([CH3:16])([CH3:15])[CH3:14])[CH:10]=[C:7]([CH:8]=[N:20][CH2:19][CH2:18][N:21]=[CH:8][C:7]2[C:22](=[C:11]([C:13]([CH3:16])([CH3:15])[CH3:14])[CH:12]=[C:5]([C:1]([CH3:4])([CH3:3])[CH3:2])[CH:6]=2)[OH:23])[C:6]=1[OH:17])([CH3:4])([CH3:3])[CH3:2]. Given the reactants [C:1]([C:5]1[CH:12]=[C:11]([C:13]([CH3:16])([CH3:15])[CH3:14])[CH:10]=[C:7]([CH:8]=O)[C:6]=1[OH:17])([CH3:4])([CH3:3])[CH3:2].[CH2:18]([NH2:21])[CH2:19][NH2:20].[CH3:22][OH:23], predict the reaction product. (4) Given the reactants [Cl:1][C:2]1[N:7]=[CH:6][N:5]=[C:4]([O:8][C:9]2[CH:10]=[C:11]3[C:15](=[CH:16][CH:17]=2)[NH:14][CH:13]=[CH:12]3)[CH:3]=1.[BH3-]C#N.[Na+], predict the reaction product. The product is: [Cl:1][C:2]1[N:7]=[CH:6][N:5]=[C:4]([O:8][C:9]2[CH:10]=[C:11]3[C:15](=[CH:16][CH:17]=2)[NH:14][CH2:13][CH2:12]3)[CH:3]=1.